From a dataset of Reaction yield outcomes from USPTO patents with 853,638 reactions. Predict the reaction yield, written as a fraction of the theoretical maximum amount of product (1.0 means a 100% yield; for example, 0.34 means a 34% yield). (1) The reactants are C(N(CC)CC)C.[OH:8]/[N:9]=[C:10](\[NH2:22])/[C:11]1[CH:16]=[CH:15][C:14]([C:17]2[N:18]=[N:19][S:20][CH:21]=2)=[CH:13][CH:12]=1.[CH3:23][C:24]1[CH:32]=[CH:31][CH:30]=[C:29]([CH3:33])[C:25]=1[C:26](Cl)=[O:27]. The catalyst is C1COCC1. The product is [CH3:23][C:24]1[CH:32]=[CH:31][CH:30]=[C:29]([CH3:33])[C:25]=1[C:26]([O:8]/[N:9]=[C:10](\[NH2:22])/[C:11]1[CH:12]=[CH:13][C:14]([C:17]2[N:18]=[N:19][S:20][CH:21]=2)=[CH:15][CH:16]=1)=[O:27]. The yield is 0.750. (2) The reactants are [I:1][C:2]1[CH:7]=[CH:6][CH:5]=[CH:4][C:3]=1[NH:8][C:9](=[O:27])[NH:10][C:11]1[CH:16]=[CH:15][C:14]([CH2:17][C:18]([O:20]C(C)(C)C)=[O:19])=[CH:13][C:12]=1[O:25][CH3:26].C(O)(C(F)(F)F)=O. The catalyst is C(Cl)Cl. The product is [I:1][C:2]1[CH:7]=[CH:6][CH:5]=[CH:4][C:3]=1[NH:8][C:9](=[O:27])[NH:10][C:11]1[CH:16]=[CH:15][C:14]([CH2:17][C:18]([OH:20])=[O:19])=[CH:13][C:12]=1[O:25][CH3:26]. The yield is 0.830. (3) The reactants are [N+:1]([C:4]1[CH:12]=[CH:11][C:7]([C:8](Cl)=[O:9])=[CH:6][CH:5]=1)([O-:3])=[O:2].[OH:13][C@H:14]1[C:18]2[N:19]=[CH:20][N:21]=[C:22]([N:23]3[CH2:28][CH2:27][N:26]([C:29]([O:31][C:32]([CH3:35])([CH3:34])[CH3:33])=[O:30])[CH2:25][CH2:24]3)[C:17]=2[C@H:16]([CH3:36])[CH2:15]1.C(N(CC)CC)C.C([O-])(O)=O.[Na+]. The catalyst is C(Cl)Cl. The product is [CH3:36][C@H:16]1[C:17]2[C:22]([N:23]3[CH2:28][CH2:27][N:26]([C:29]([O:31][C:32]([CH3:35])([CH3:34])[CH3:33])=[O:30])[CH2:25][CH2:24]3)=[N:21][CH:20]=[N:19][C:18]=2[C@H:14]([O:13][C:8](=[O:9])[C:7]2[CH:6]=[CH:5][C:4]([N+:1]([O-:3])=[O:2])=[CH:12][CH:11]=2)[CH2:15]1. The yield is 0.845.